This data is from Drug-target binding data from BindingDB using IC50 measurements. The task is: Regression. Given a target protein amino acid sequence and a drug SMILES string, predict the binding affinity score between them. We predict pIC50 (pIC50 = -log10(IC50 in M); higher means more potent). Dataset: bindingdb_ic50. (1) The drug is Cc1ccc(NC(=O)c2ccc(C)c(C(F)(F)F)c2)cc1C#Cc1nn([C@H]2CC[C@H](O)CC2)c2ncnc(N)c12. The target protein (Q9QVP9) has sequence MSGVSEPLSRVKVGTLRRPEGPPEPMVVVPVDVEKEDVRILKVCFYSNSFNPGKNFKLVKCTVQTEIQEIITSILLSGRIGPNIQLAECYGLRLKHMKSDEIHWLHPQMTVGEVQDKYECLHVEAEWRYDLQIRYLPEDFMESLKEDRTTLLYFYQQLRNDYMQRYASKVSEGMALQLGCLELRRFFKDMPHNALDKKSNFELLEKEVGLDLFFPKQMQENLKPKQFRKMIQQTFQQYASLREEECVMKFFNTLAGFANIDQETYRCELIQGWNITVDLVIGPKGIRQLTSQDTKPTCLAEFKQIKSIRCLPLEETQAVLQLGIEGAPQSLSIKTSSLAEAENMADLIDGYCRLQGEHKGSLIMHAKKDGEKRNSLPQIPTLNLEARRSHLSESCSIESDIYAEIPDETLRRPGGPQYGVAREEVVLNRILGEGFFGEVYEGVYTNHKGEKINVAVKTCKKDCTQDNKEKFMSEAVIMKNLDHPHIVKLIGIIEEEPTWI.... The pIC50 is 6.9. (2) The drug is O=C(CCc1ccccc1)Cn1nc2ccccc2n1. The target protein sequence is MSSEVETSEGVDESENNSTAPEKENHTKMADLSELLKEGTKEAHDRAENTQFVKDFLKGNIKKELFKLATTALYFTYSALEEEMDRNKDHPAFAPLYFPTELHRKEALIKDMEYFFGENWEEQVKCSEAAQKYVDRIHYVGQNEPELLVAHAYTRYMGDLSGGQVLKKVAQRALKLPSTGEGTQFYLFEHVDNAQQFKQFYRARMNALDLSMKTKERIVEEANKAFEYNMQIFSELDQAGSMLTKETLEDGLPVHDGKGDVRKCPFYAAQPDKGTLGGSNCPFRTAMAVLRKPSLQLILAASVALVAGLLAWYYM. The pIC50 is 4.0.